From a dataset of Catalyst prediction with 721,799 reactions and 888 catalyst types from USPTO. Predict which catalyst facilitates the given reaction. (1) Reactant: [Br:1]Br.[CH3:3][O:4][C:5]1[CH:6]=[C:7]([CH2:13][CH2:14][NH2:15])[CH:8]=[CH:9][C:10]=1[O:11][CH3:12]. Product: [Br:1][C:8]1[CH:9]=[C:10]([O:11][CH3:12])[C:5]([O:4][CH3:3])=[CH:6][C:7]=1[CH2:13][CH2:14][NH2:15]. The catalyst class is: 15. (2) Reactant: [CH3:1][O:2][C:3]1[CH:12]=[N:11][CH:10]=[CH:9][C:4]=1[C:5](OC)=[O:6].[H-].C([Al+]CC(C)C)C(C)C. Product: [CH3:1][O:2][C:3]1[CH:12]=[N:11][CH:10]=[CH:9][C:4]=1[CH:5]=[O:6]. The catalyst class is: 11. (3) Reactant: Cl.[Cl:2][C:3]1[CH:4]=[C:5]([NH:9][NH2:10])[CH:6]=[CH:7][CH:8]=1.[CH2:11]([O:13][C:14](=[O:22])[CH:15]([C:19](=O)[CH3:20])[C:16](=O)[CH3:17])[CH3:12].N1C=CC=CC=1. Product: [CH2:11]([O:13][C:14]([C:15]1[C:16]([CH3:17])=[N:10][N:9]([C:5]2[CH:6]=[CH:7][CH:8]=[C:3]([Cl:2])[CH:4]=2)[C:19]=1[CH3:20])=[O:22])[CH3:12]. The catalyst class is: 8. (4) Reactant: C(N(CC)C(C)C)(C)C.[C:10](OC(=O)C)(=[O:12])[CH3:11].[NH2:17][C:18]([C:45]1[CH:50]=[CH:49][CH:48]=[C:47]([C:51]([F:54])([F:53])[F:52])[CH:46]=1)([CH3:44])[CH2:19][NH:20][C:21](=[O:43])[CH2:22][N:23]1[C:27](=[O:28])[N:26]([CH2:29][C@H:30]([OH:35])[C:31]([F:34])([F:33])[F:32])[C:25]([C:36]2[CH:41]=[CH:40][C:39]([Cl:42])=[CH:38][CH:37]=2)=[N:24]1. Product: [C:10]([NH:17][C:18]([C:45]1[CH:50]=[CH:49][CH:48]=[C:47]([C:51]([F:54])([F:53])[F:52])[CH:46]=1)([CH3:44])[CH2:19][NH:20][C:21](=[O:43])[CH2:22][N:23]1[C:27](=[O:28])[N:26]([CH2:29][C@H:30]([OH:35])[C:31]([F:34])([F:33])[F:32])[C:25]([C:36]2[CH:41]=[CH:40][C:39]([Cl:42])=[CH:38][CH:37]=2)=[N:24]1)(=[O:12])[CH3:11]. The catalyst class is: 4. (5) Reactant: [CH3:1][C:2]1([CH3:25])[CH2:11][CH2:10][C:9]([CH3:13])([CH3:12])[C:8]2[CH:7]=[C:6]([C:14]3[S:15][C:16]([CH:19]4[CH2:24][CH2:23][NH:22][CH2:21][CH2:20]4)=[CH:17][N:18]=3)[CH:5]=[CH:4][C:3]1=2.C([O:29][CH2:30][CH2:31][CH2:32][CH2:33]Br)(=O)C.[OH-].[Na+]. Product: [CH3:1][C:2]1([CH3:25])[CH2:11][CH2:10][C:9]([CH3:12])([CH3:13])[C:8]2[CH:7]=[C:6]([C:14]3[S:15][C:16]([CH:19]4[CH2:24][CH2:23][N:22]([CH2:33][CH2:32][CH2:31][CH2:30][OH:29])[CH2:21][CH2:20]4)=[CH:17][N:18]=3)[CH:5]=[CH:4][C:3]1=2. The catalyst class is: 5. (6) Reactant: Cl.[Cl:2][C:3]1[CH:21]=[CH:20][C:6]([CH2:7][C:8]2[C:9]([CH3:19])=[N:10][CH:11]=[N:12][C:13]=2[C@H:14]2[CH2:18][CH2:17][CH2:16][NH:15]2)=[CH:5][CH:4]=1.C(N(CC)C(C)C)(C)C.[N:31]([C:34]1[C:35]([CH3:40])=[N:36][O:37][C:38]=1[CH3:39])=[C:32]=[O:33]. Product: [Cl:2][C:3]1[CH:21]=[CH:20][C:6]([CH2:7][C:8]2[C:13]([C@H:14]3[CH2:18][CH2:17][CH2:16][N:15]3[C:32]([NH:31][C:34]3[C:35]([CH3:40])=[N:36][O:37][C:38]=3[CH3:39])=[O:33])=[N:12][CH:11]=[N:10][C:9]=2[CH3:19])=[CH:5][CH:4]=1. The catalyst class is: 4. (7) Reactant: [O:1]1[C:6]2[CH:7]=[CH:8][CH:9]=[CH:10][C:5]=2[NH:4][CH2:3][CH:2]1[CH2:11][O:12][CH:13]1[CH:18]([C:19]2[CH:24]=[CH:23][C:22]([O:25][CH2:26][CH2:27][CH2:28][O:29][CH2:30][C:31]3[CH:36]=[CH:35][CH:34]=[CH:33][C:32]=3[O:37][CH3:38])=[CH:21][CH:20]=2)[CH2:17][CH2:16][N:15]([C:39]([O:41][C:42]([CH3:45])([CH3:44])[CH3:43])=[O:40])[CH2:14]1.[CH3:46][O:47][CH2:48][CH2:49][CH2:50][C:51](Cl)=[O:52]. Product: [CH3:38][O:37][C:32]1[CH:33]=[CH:34][CH:35]=[CH:36][C:31]=1[CH2:30][O:29][CH2:28][CH2:27][CH2:26][O:25][C:22]1[CH:23]=[CH:24][C:19]([CH:18]2[CH2:17][CH2:16][N:15]([C:39]([O:41][C:42]([CH3:45])([CH3:44])[CH3:43])=[O:40])[CH2:14][CH:13]2[O:12][CH2:11][CH:2]2[CH2:3][N:4]([C:51](=[O:52])[CH2:50][CH2:49][CH2:48][O:47][CH3:46])[C:5]3[CH:10]=[CH:9][CH:8]=[CH:7][C:6]=3[O:1]2)=[CH:20][CH:21]=1. The catalyst class is: 542. (8) Reactant: [ClH:1].[CH2:2]([NH:9][C@H:10]([CH2:12][CH:13]([C:22]1[CH:27]=[CH:26][C:25]([O:28][CH3:29])=[CH:24][CH:23]=1)[C:14]1[CH:19]=[CH:18][C:17]([O:20][CH3:21])=[CH:16][CH:15]=1)[CH3:11])[C:3]1[CH:8]=[CH:7][CH:6]=[CH:5][CH:4]=1.[O:30]([CH2:37][C@H:38]1[O:40][CH2:39]1)[C:31]1[CH:36]=[CH:35][CH:34]=[CH:33][CH:32]=1. Product: [ClH:1].[CH2:2]([N:9]([C@H:10]([CH2:12][CH:13]([C:14]1[CH:19]=[CH:18][C:17]([O:20][CH3:21])=[CH:16][CH:15]=1)[C:22]1[CH:23]=[CH:24][C:25]([O:28][CH3:29])=[CH:26][CH:27]=1)[CH3:11])[CH2:39][C@H:38]([OH:40])[CH2:37][O:30][C:31]1[CH:36]=[CH:35][CH:34]=[CH:33][CH:32]=1)[C:3]1[CH:4]=[CH:5][CH:6]=[CH:7][CH:8]=1. The catalyst class is: 8.